From a dataset of Forward reaction prediction with 1.9M reactions from USPTO patents (1976-2016). Predict the product of the given reaction. (1) The product is: [N:1]([C:2]1[C:10]2[O:9][CH2:8][CH2:7][C:6]=2[CH:5]=[C:4]([S:11]([NH2:14])(=[O:13])=[O:12])[CH:3]=1)=[C:29]=[S:30]. Given the reactants [NH2:1][C:2]1[C:10]2[O:9][CH2:8][CH2:7][C:6]=2[CH:5]=[C:4]([S:11]([NH2:14])(=[O:13])=[O:12])[CH:3]=1.C(OC1C=CC(C(N)=O)=CC=1N=[C:29]=[S:30])(C)C, predict the reaction product. (2) Given the reactants C(OCC[O:7][C:8](=[O:23])[C:9]1[CH:14]=[CH:13][C:12]([O:15][CH2:16][CH2:17][O:18]C(=O)C)=[C:11](Br)[CH:10]=1)(=O)C.[F:24][C:25]([F:36])([F:35])[C:26]1[CH:27]=[C:28](B(O)O)[CH:29]=[CH:30][CH:31]=1, predict the reaction product. The product is: [OH:18][CH2:17][CH2:16][O:15][C:12]1[C:11]([C:30]2[CH:29]=[CH:28][CH:27]=[C:26]([C:25]([F:36])([F:35])[F:24])[CH:31]=2)=[CH:10][C:9]([C:8]([OH:7])=[O:23])=[CH:14][CH:13]=1. (3) Given the reactants FC(F)(F)S(O[C:7]1[C:12]([C:13](=[O:15])[CH3:14])=[CH:11][C:10]([Cl:16])=[C:9]([CH3:17])[C:8]=1[C:18]#[N:19])(=O)=O.[F:22][C:23]1[CH:24]=[C:25](B(O)O)[CH:26]=[C:27]([F:29])[CH:28]=1.N#N, predict the reaction product. The product is: [C:13]([C:12]1[CH:11]=[C:10]([Cl:16])[C:9]([CH3:17])=[C:8]([C:18]#[N:19])[C:7]=1[C:25]1[CH:24]=[C:23]([F:22])[CH:28]=[C:27]([F:29])[CH:26]=1)(=[O:15])[CH3:14]. (4) Given the reactants [C:1]([O:5][C:6](=[O:33])[N:7]([C@@H:21]([C:23]1[C:32]2[C:27](=[CH:28][CH:29]=[CH:30][CH:31]=2)[CH:26]=[CH:25][CH:24]=1)[CH3:22])[CH2:8][CH:9]1[CH:14]([C:15]2[CH:20]=[CH:19][CH:18]=[CH:17][CH:16]=2)[CH2:13][CH2:12][NH:11][CH2:10]1)([CH3:4])([CH3:3])[CH3:2].C(=O)([O-])O.[Na+].Cl[C:40]([O:42][C:43]1[CH:52]=[CH:51][C:46]([C:47]([O:49][CH3:50])=[O:48])=[CH:45][CH:44]=1)=[O:41], predict the reaction product. The product is: [C:1]([O:5][C:6]([N:7]([CH2:8][CH:9]1[CH:14]([C:15]2[CH:16]=[CH:17][CH:18]=[CH:19][CH:20]=2)[CH2:13][CH2:12][N:11]([C:40]([O:42][C:43]2[CH:44]=[CH:45][C:46]([C:47]([O:49][CH3:50])=[O:48])=[CH:51][CH:52]=2)=[O:41])[CH2:10]1)[C@@H:21]([C:23]1[C:32]2[C:27](=[CH:28][CH:29]=[CH:30][CH:31]=2)[CH:26]=[CH:25][CH:24]=1)[CH3:22])=[O:33])([CH3:2])([CH3:3])[CH3:4]. (5) Given the reactants [CH2:1]([O:8][C:9]1[CH:17]=[C:16]([O:18][CH2:19][C:20]2[CH:25]=[CH:24][CH:23]=[CH:22][CH:21]=2)[CH:15]=[C:14](Cl)[C:10]=1[C:11]([OH:13])=[O:12])[C:2]1[CH:7]=[CH:6][CH:5]=[CH:4][CH:3]=1.Cl[C:28]1C(CC)=C(C=C[C:36]=1O)C(O)=O.ClC1C(CC)=C(C=CC=1O)C=O, predict the reaction product. The product is: [CH2:1]([O:8][C:9]1[CH:17]=[C:16]([O:18][CH2:19][C:20]2[CH:25]=[CH:24][CH:23]=[CH:22][CH:21]=2)[CH:15]=[C:14]([CH2:28][CH3:36])[C:10]=1[C:11]([OH:13])=[O:12])[C:2]1[CH:7]=[CH:6][CH:5]=[CH:4][CH:3]=1. (6) Given the reactants Cl.[C:2]([NH2:5])(=[NH:4])[CH3:3].CN(C)[CH:8]=[CH:9][C:10](=O)[CH:11]([O:14][CH3:15])[O:12][CH3:13].C[O-].[Na+], predict the reaction product. The product is: [CH3:13][O:12][CH:11]([O:14][CH3:15])[C:10]1[CH:9]=[CH:8][N:5]=[C:2]([CH3:3])[N:4]=1. (7) Given the reactants [N:1]1([C:6]2[CH:7]=[C:8]3[C:13](=[CH:14][CH:15]=2)[N:12]=[C:11]([C:16]2[CH:21]=[CH:20][CH:19]=[CH:18][CH:17]=2)[N:10]=[CH:9]3)[CH:5]=[CH:4][N:3]=[CH:2]1.C([OH:24])C, predict the reaction product. The product is: [OH2:24].[N:1]1([C:6]2[CH:7]=[C:8]3[C:13](=[CH:14][CH:15]=2)[N:12]=[C:11]([C:16]2[CH:21]=[CH:20][CH:19]=[CH:18][CH:17]=2)[N:10]=[CH:9]3)[CH:5]=[CH:4][N:3]=[CH:2]1. (8) Given the reactants C([N:8]1[C@@H:16]2[C@@H:11]([C:12](=[O:17])[CH2:13][CH2:14][CH2:15]2)[CH2:10][CH2:9]1)C1C=CC=CC=1.[C:26](O[C:26]([O:28][C:29]([CH3:32])([CH3:31])[CH3:30])=[O:27])([O:28][C:29]([CH3:32])([CH3:31])[CH3:30])=[O:27], predict the reaction product. The product is: [O:17]=[C:12]1[CH2:13][CH2:14][CH2:15][C@H:16]2[C@@H:11]1[CH2:10][CH2:9][N:8]2[C:26]([O:28][C:29]([CH3:30])([CH3:31])[CH3:32])=[O:27]. (9) Given the reactants [Br:1][C:2]1[CH:11]=[C:10]2[C:5]([C:6](O)=[N:7][CH:8]=[N:9]2)=[CH:4][C:3]=1[Cl:13].S(Cl)([Cl:16])=O, predict the reaction product. The product is: [Br:1][C:2]1[CH:11]=[C:10]2[C:5]([C:6]([Cl:16])=[N:7][CH:8]=[N:9]2)=[CH:4][C:3]=1[Cl:13]. (10) Given the reactants [NH2:1][C:2]1[CH:3]=[N:4][CH:5]=[CH:6][C:7]=1[OH:8].Cl[CH2:10][C:11](Cl)=[O:12].C(=O)([O-])[O-].[K+].[K+].O, predict the reaction product. The product is: [O:8]1[CH2:10][C:11](=[O:12])[NH:1][C:2]2[CH:3]=[N:4][CH:5]=[CH:6][C:7]1=2.